From a dataset of Full USPTO retrosynthesis dataset with 1.9M reactions from patents (1976-2016). Predict the reactants needed to synthesize the given product. (1) Given the product [F:47][CH:45]([F:46])[C:34]1[C:35]2[C@H:36]3[CH2:37][C@H:38]3[C:39]([F:41])([F:42])[C:40]=2[N:32]([CH2:31][C:30]([NH:68][C@H:69]([C:79]2[C:84]([C:85]3[CH:86]=[CH:87][C:88]4[N:89]([C:91]([NH:94][C:95](=[O:99])[O:96][CH2:97][CH3:98])=[N:92][N:93]=4)[CH:90]=3)=[CH:83][CH:82]=[C:81]([C:100]#[C:101][C:102]([OH:105])([CH3:104])[CH3:103])[N:80]=2)[CH2:70][C:71]2[CH:72]=[C:73]([F:78])[CH:74]=[C:75]([F:77])[CH:76]=2)=[O:48])[N:33]=1, predict the reactants needed to synthesize it. The reactants are: NC1C2C(=C(C3C([C@@H](N[C:30](=[O:48])[CH2:31][N:32]4[C:40]5[C:39]([F:42])([F:41])[CH2:38][CH2:37][C:36](F)(F)[C:35]=5[C:34]([CH:45]([F:47])[F:46])=[N:33]4)CC4C=C(F)C=C(F)C=4)=NC(SC)=NC=3)C=CC=2)N(C)N=1.FC(F)C1C2[C@H]3C[C@H]3C(F)(F)C=2N(CC(O)=O)N=1.[NH2:68][C@H:69]([C:79]1[C:84]([C:85]2[CH:86]=[CH:87][C:88]3[N:89]([C:91]([NH:94][C:95](=[O:99])[O:96][CH2:97][CH3:98])=[N:92][N:93]=3)[CH:90]=2)=[CH:83][CH:82]=[C:81]([C:100]#[C:101][C:102]([OH:105])([CH3:104])[CH3:103])[N:80]=1)[CH2:70][C:71]1[CH:76]=[C:75]([F:77])[CH:74]=[C:73]([F:78])[CH:72]=1. (2) Given the product [CH2:1]([O:3][C:4]1[CH:5]=[C:6]([C:13]2[O:17][N:16]=[C:15]([C:18]3[CH:19]=[CH:20][C:21]4[O:25][C:24]([CH:26]=[O:27])=[CH:23][C:22]=4[CH:28]=3)[N:14]=2)[CH:7]=[CH:8][C:9]=1[O:10][CH2:11][CH3:12])[CH3:2], predict the reactants needed to synthesize it. The reactants are: [CH2:1]([O:3][C:4]1[CH:5]=[C:6]([C:13]2[O:17][N:16]=[C:15]([C:18]3[CH:19]=[CH:20][C:21]4[O:25][C:24]([CH2:26][OH:27])=[CH:23][C:22]=4[CH:28]=3)[N:14]=2)[CH:7]=[CH:8][C:9]=1[O:10][CH2:11][CH3:12])[CH3:2].